Predict which catalyst facilitates the given reaction. From a dataset of Catalyst prediction with 721,799 reactions and 888 catalyst types from USPTO. (1) Reactant: [C:1]([O:5][C:6]([N:8]1[CH2:16][C:15]2[C:10](=[CH:11][C:12]([C:18]([F:21])([F:20])[F:19])=[C:13](I)[CH:14]=2)[CH2:9]1)=[O:7])([CH3:4])([CH3:3])[CH3:2].[C:22]1([As](C2C=CC=CC=2)C2C=CC=CC=2)C=CC=C[CH:23]=1.C([Sn](CCCC)(CCCC)CCCC)=C. Product: [C:1]([O:5][C:6]([N:8]1[CH2:9][C:10]2[C:15](=[CH:14][C:13]([CH:22]=[CH2:23])=[C:12]([C:18]([F:21])([F:20])[F:19])[CH:11]=2)[CH2:16]1)=[O:7])([CH3:4])([CH3:3])[CH3:2]. The catalyst class is: 160. (2) Reactant: [OH:1][CH2:2][CH:3]([C:7]1[S:8][CH:9]=[CH:10][CH:11]=1)[C:4]([OH:6])=[O:5].[OH-].[K+].[CH3:14][O:15][C:16]1[CH:23]=[CH:22][C:19]([CH2:20]Cl)=[CH:18][CH:17]=1.O. Product: [OH:1][CH2:2][CH:3]([C:7]1[S:8][CH:9]=[CH:10][CH:11]=1)[C:4]([O:6][CH2:20][C:19]1[CH:22]=[CH:23][C:16]([O:15][CH3:14])=[CH:17][CH:18]=1)=[O:5]. The catalyst class is: 9. (3) Reactant: [NH:1]1[C:9]2[C:4](=[CH:5][C:6]([C:10]([OH:12])=[O:11])=[CH:7][CH:8]=2)[CH:3]=[CH:2]1.[N+](=[CH2:15])=[N-]. Product: [CH3:15][O:11][C:10]([C:6]1[CH:5]=[C:4]2[C:9](=[CH:8][CH:7]=1)[NH:1][CH:2]=[CH:3]2)=[O:12]. The catalyst class is: 28. (4) The catalyst class is: 35. Reactant: [C:1]1([C:7]2[NH:8][C:9]3[C:14]([CH:15]=2)=[CH:13][CH:12]=[CH:11][CH:10]=3)[CH:6]=[CH:5][CH:4]=[CH:3][CH:2]=1.[H-].[Na+].[I-].[Na+].[CH3:20][O:21][C:22](=[O:38])[CH2:23][CH:24]1[C:28]2[CH:29]=[CH:30][C:31]([O:33][CH2:34][CH2:35][CH2:36]Cl)=[CH:32][C:27]=2[O:26][CH2:25]1.[Cl-].[NH4+]. Product: [C:1]1([C:7]2[N:8]([CH2:36][CH2:35][CH2:34][O:33][C:31]3[CH:30]=[CH:29][C:28]4[CH:24]([CH2:23][C:22]([O:21][CH3:20])=[O:38])[CH2:25][O:26][C:27]=4[CH:32]=3)[C:9]3[C:14]([CH:15]=2)=[CH:13][CH:12]=[CH:11][CH:10]=3)[CH:6]=[CH:5][CH:4]=[CH:3][CH:2]=1. (5) Reactant: [H-].[Na+].[Br:3][C:4]1[C:9]([OH:10])=[CH:8][CH:7]=[CH:6][N:5]=1.Cl[CH2:12][CH:13]=[C:14]([CH3:16])[CH3:15].O. Product: [Br:3][C:4]1[C:9]([O:10][CH2:12][CH:13]=[C:14]([CH3:16])[CH3:15])=[CH:8][CH:7]=[CH:6][N:5]=1. The catalyst class is: 9.